From a dataset of NCI-60 drug combinations with 297,098 pairs across 59 cell lines. Regression. Given two drug SMILES strings and cell line genomic features, predict the synergy score measuring deviation from expected non-interaction effect. (1) Drug 1: C1=CC(=CC=C1CCCC(=O)O)N(CCCl)CCCl. Drug 2: C1=NC2=C(N=C(N=C2N1C3C(C(C(O3)CO)O)O)F)N. Cell line: SNB-19. Synergy scores: CSS=22.5, Synergy_ZIP=-8.44, Synergy_Bliss=-10.8, Synergy_Loewe=-10.1, Synergy_HSA=-9.29. (2) Drug 1: C1CC(=O)NC(=O)C1N2CC3=C(C2=O)C=CC=C3N. Drug 2: CC1=C(C=C(C=C1)NC(=O)C2=CC=C(C=C2)CN3CCN(CC3)C)NC4=NC=CC(=N4)C5=CN=CC=C5. Cell line: SK-OV-3. Synergy scores: CSS=3.28, Synergy_ZIP=0.348, Synergy_Bliss=1.99, Synergy_Loewe=-1.45, Synergy_HSA=-1.18. (3) Drug 1: CC(C)CN1C=NC2=C1C3=CC=CC=C3N=C2N. Drug 2: C(CN)CNCCSP(=O)(O)O. Cell line: HL-60(TB). Synergy scores: CSS=-11.0, Synergy_ZIP=3.23, Synergy_Bliss=-2.02, Synergy_Loewe=-5.66, Synergy_HSA=-7.94. (4) Drug 1: CC1=C(C(CCC1)(C)C)C=CC(=CC=CC(=CC(=O)O)C)C. Drug 2: C1CN1C2=NC(=NC(=N2)N3CC3)N4CC4. Cell line: IGROV1. Synergy scores: CSS=18.2, Synergy_ZIP=-5.98, Synergy_Bliss=-0.475, Synergy_Loewe=-6.01, Synergy_HSA=0.534. (5) Drug 1: CC=C1C(=O)NC(C(=O)OC2CC(=O)NC(C(=O)NC(CSSCCC=C2)C(=O)N1)C(C)C)C(C)C. Drug 2: CS(=O)(=O)CCNCC1=CC=C(O1)C2=CC3=C(C=C2)N=CN=C3NC4=CC(=C(C=C4)OCC5=CC(=CC=C5)F)Cl. Cell line: HCT-15. Synergy scores: CSS=4.29, Synergy_ZIP=-1.12, Synergy_Bliss=-0.655, Synergy_Loewe=0.138, Synergy_HSA=-0.737. (6) Cell line: HOP-92. Drug 2: CC12CCC3C(C1CCC2OP(=O)(O)O)CCC4=C3C=CC(=C4)OC(=O)N(CCCl)CCCl.[Na+]. Drug 1: C1CC(=O)NC(=O)C1N2CC3=C(C2=O)C=CC=C3N. Synergy scores: CSS=1.00, Synergy_ZIP=-1.87, Synergy_Bliss=-1.68, Synergy_Loewe=-1.96, Synergy_HSA=-1.59. (7) Drug 1: COC1=NC(=NC2=C1N=CN2C3C(C(C(O3)CO)O)O)N. Drug 2: B(C(CC(C)C)NC(=O)C(CC1=CC=CC=C1)NC(=O)C2=NC=CN=C2)(O)O. Cell line: MDA-MB-435. Synergy scores: CSS=64.6, Synergy_ZIP=1.35, Synergy_Bliss=2.56, Synergy_Loewe=-45.9, Synergy_HSA=-0.612.